From a dataset of Full USPTO retrosynthesis dataset with 1.9M reactions from patents (1976-2016). Predict the reactants needed to synthesize the given product. (1) Given the product [O:5]=[C:6]1[O:12][C@H:11]([C@H:13]([CH2:15][OH:16])[OH:14])[C:9]([O-:10])=[C:7]1[OH:8].[Na+:2].[O:5]=[C:6]1[O:12][C@H:11]([C@H:13]([CH2:15][OH:16])[OH:14])[C:9]([OH:10])=[C:7]1[OH:8], predict the reactants needed to synthesize it. The reactants are: [Cl-].[Na+:2].[Cl-].[K+].[O:5]=[C:6]1[O:12][C@H:11]([C@H:13]([CH2:15][OH:16])[OH:14])[C:9]([O-:10])=[C:7]1[OH:8].[Na+].C(O)[C@@H]1O[C@H](O[C@]2(CCl)O[C@H](CCl)[C@@H](O)[C@@H]2O)[C@@H](O)[C@@H](O)[C@H]1Cl.COC([C@@H](NC([C@@H](N)CC(O)=O)=O)CC1C=CC=CC=1)=O.CC1OS(=O)(=O)[N-]C(=O)C=1.[K+].S1(C2C(=CC=CC=2)C(=O)N1)(=O)=O.[Na]. (2) Given the product [ClH:42].[C:17]([N:14]1[CH2:15][CH2:16][N:11]([C:9](=[O:10])[CH:8]([NH2:7])[CH2:20][C:21]2[CH:22]=[CH:23][C:24]([O:27][C:28]3[CH:33]=[CH:32][C:31]([CH2:34][CH2:35][C:36]([NH:37][OH:38])=[O:39])=[CH:30][CH:29]=3)=[CH:25][CH:26]=2)[CH2:12][CH2:13]1)(=[O:19])[CH3:18], predict the reactants needed to synthesize it. The reactants are: C(OC(=O)[NH:7][CH:8]([CH2:20][C:21]1[CH:26]=[CH:25][C:24]([O:27][C:28]2[CH:33]=[CH:32][C:31]([CH2:34][CH2:35][C:36](=[O:39])[NH:37][OH:38])=[CH:30][CH:29]=2)=[CH:23][CH:22]=1)[C:9]([N:11]1[CH2:16][CH2:15][N:14]([C:17](=[O:19])[CH3:18])[CH2:13][CH2:12]1)=[O:10])(C)(C)C.C(Cl)[Cl:42]. (3) Given the product [NH2:34][C@@H:32]([C:28]1[CH:27]=[C:26]([CH2:25][C@@H:24]([NH:23][C:19]2[N:18]=[C:17]([N:14]3[CH2:13][CH2:12][O:11][C:10]4[CH:9]=[N:8][C:7]([C:1]5[CH:6]=[CH:5][CH:4]=[CH:3][CH:2]=5)=[N:16][C:15]3=4)[CH:22]=[CH:21][N:20]=2)[CH3:42])[CH:31]=[CH:30][CH:29]=1)[CH3:33], predict the reactants needed to synthesize it. The reactants are: [C:1]1([C:7]2[N:8]=[CH:9][C:10]3[O:11][CH2:12][CH2:13][N:14]([C:17]4[CH:22]=[CH:21][N:20]=[C:19]([NH:23][C@@H:24]([CH3:42])[CH2:25][C:26]5[CH:27]=[C:28]([C@H:32]([NH:34]C(=O)OC(C)(C)C)[CH3:33])[CH:29]=[CH:30][CH:31]=5)[N:18]=4)[C:15]=3[N:16]=2)[CH:6]=[CH:5][CH:4]=[CH:3][CH:2]=1.FC(F)(F)C(O)=O. (4) The reactants are: [Cl:1][C:2]1[CH:7]=[CH:6][C:5]([NH:8][C:9](=[O:21])[CH2:10][C@H:11]([CH:15]2[CH2:20][CH2:19][CH2:18][CH2:17][CH2:16]2)[C:12]([OH:14])=O)=[CH:4][CH:3]=1.C1C=CC2N(O)N=NC=2C=1.CCN=C=NCCCN(C)C.Cl.Cl.[CH3:45][C:46]1[N:50]2[C:51](=[O:60])[N:52]([CH:54]3[CH2:59][CH2:58][NH:57][CH2:56][CH2:55]3)[CH2:53][C:49]2=[CH:48][N:47]=1.C1CCN2C(=NCCC2)CC1. Given the product [Cl:1][C:2]1[CH:3]=[CH:4][C:5]([NH:8][C:9](=[O:21])[CH2:10][C@H:11]([CH:15]2[CH2:20][CH2:19][CH2:18][CH2:17][CH2:16]2)[C:12]([N:57]2[CH2:56][CH2:55][CH:54]([N:52]3[CH2:53][C:49]4=[CH:48][N:47]=[C:46]([CH3:45])[N:50]4[C:51]3=[O:60])[CH2:59][CH2:58]2)=[O:14])=[CH:6][CH:7]=1, predict the reactants needed to synthesize it. (5) Given the product [CH3:7][C:6]1([CH:5]([CH2:9][CH3:10])[C:4]([O:3][CH2:1][CH3:2])=[O:11])[O:14][CH2:13][CH2:12][O:8]1, predict the reactants needed to synthesize it. The reactants are: [CH2:1]([O:3][C:4](=[O:11])[CH:5]([CH2:9][CH3:10])[C:6](=[O:8])[CH3:7])[CH3:2].[CH2:12](O)[CH2:13][OH:14].C1(C)C=CC(S(O)(=O)=O)=CC=1. (6) Given the product [Cl:9][C:4]1[CH:5]=[C:6]([O:11][CH3:10])[N:7]=[C:2]([O:14][CH3:13])[N:3]=1, predict the reactants needed to synthesize it. The reactants are: Cl[C:2]1[N:7]=[C:6](Cl)[CH:5]=[C:4]([Cl:9])[N:3]=1.[CH3:10][O-:11].[Na+].[CH3:13][OH:14]. (7) Given the product [CH2:1]([O:4][C:5]1[CH:6]=[C:7]([CH:17]=[CH:18][C:19]=1[CH2:20][CH3:21])[O:8][C:9]1[CH:16]=[CH:15][C:12]([CH2:13][NH:25][C:24]2[CH:26]=[CH:27][CH:28]=[C:29]([N+:30]([O-:32])=[O:31])[C:23]=2[CH3:22])=[CH:11][CH:10]=1)[CH:2]=[CH2:3], predict the reactants needed to synthesize it. The reactants are: [CH2:1]([O:4][C:5]1[CH:6]=[C:7]([CH:17]=[CH:18][C:19]=1[CH2:20][CH3:21])[O:8][C:9]1[CH:16]=[CH:15][C:12]([CH:13]=O)=[CH:11][CH:10]=1)[CH:2]=[CH2:3].[CH3:22][C:23]1[C:29]([N+:30]([O-:32])=[O:31])=[CH:28][CH:27]=[CH:26][C:24]=1[NH2:25]. (8) The reactants are: Br[CH2:2][C:3]([C:5]12[CH2:14][CH:9]3[CH2:10][CH:11]([CH2:13][CH:7]([CH2:8]3)[CH2:6]1)[CH2:12]2)=[O:4].[SH:15][C:16]1[N:17]([CH3:21])[CH:18]=[CH:19][N:20]=1.C(N(CC)CC)C. Given the product [C:5]12([C:3](=[O:4])[CH2:2][S:15][C:16]3[N:17]([CH3:21])[CH:18]=[CH:19][N:20]=3)[CH2:14][CH:9]3[CH2:10][CH:11]([CH2:13][CH:7]([CH2:8]3)[CH2:6]1)[CH2:12]2, predict the reactants needed to synthesize it. (9) Given the product [C:11]1([OH:14])[C:1]([OH:2])=[C:3]([OH:4])[C:11]([OH:14])=[C:1]([OH:2])[C:3]=1[OH:4], predict the reactants needed to synthesize it. The reactants are: [CH:1]([CH:3]=[O:4])=[O:2].[O-]S([O-])=O.[Na+].[Na+].[C:11]([O-:14])(O)=O.[Na+]. (10) Given the product [NH2:21][C:13]1[CH:14]=[C:15]([C:16]2[O:9][C:3]3[CH:4]=[C:5]([CH3:8])[CH:6]=[CH:7][C:2]=3[N:1]=2)[CH:19]=[CH:20][C:12]=1[O:11][CH3:10], predict the reactants needed to synthesize it. The reactants are: [NH2:1][C:2]1[CH:7]=[CH:6][C:5]([CH3:8])=[CH:4][C:3]=1[OH:9].[CH3:10][O:11][C:12]1[CH:20]=[CH:19][C:15]([C:16](O)=O)=[CH:14][C:13]=1[NH2:21].